This data is from Forward reaction prediction with 1.9M reactions from USPTO patents (1976-2016). The task is: Predict the product of the given reaction. Given the reactants [O:1]1[CH:5]=[CH:4][CH:3]=[C:2]1[C:6]1[N:7]=[C:8]([NH:18][C:19](=[O:25])[O:20][C:21]([CH3:24])([CH3:23])[CH3:22])[S:9][C:10]=1[C:11]([C:13]#[C:14][CH2:15][O:16][CH3:17])=[O:12].[H][H], predict the reaction product. The product is: [O:1]1[CH:5]=[CH:4][CH:3]=[C:2]1[C:6]1[N:7]=[C:8]([NH:18][C:19](=[O:25])[O:20][C:21]([CH3:23])([CH3:22])[CH3:24])[S:9][C:10]=1[C:11]([CH2:13][CH2:14][CH2:15][O:16][CH3:17])=[O:12].